This data is from Reaction yield outcomes from USPTO patents with 853,638 reactions. The task is: Predict the reaction yield, written as a fraction of the theoretical maximum amount of product (1.0 means a 100% yield; for example, 0.34 means a 34% yield). (1) The catalyst is CN(C=O)C. The product is [CH2:11]([NH:1][C:2]1[N:3]=[N:4][CH:5]=[CH:6][C:7]=1[C:8]([OH:10])=[O:9])[C:12]1[CH:17]=[CH:16][CH:15]=[CH:14][CH:13]=1. The reactants are [NH2:1][C:2]1[N:3]=[N:4][CH:5]=[CH:6][C:7]=1[C:8]([OH:10])=[O:9].[CH:11](=O)[C:12]1[CH:17]=[CH:16][CH:15]=[CH:14][CH:13]=1.[Na]. The yield is 0.0400. (2) The reactants are Br[C:2]1[O:6][C:5]([C:7]2[C:12]([F:13])=[CH:11][CH:10]=[CH:9][C:8]=2[F:14])=[N:4][C:3]=1[C:15]#[N:16].C([Sn](CCCC)(CCCC)[C:22]1[CH:27]=[CH:26][CH:25]=[CH:24][N:23]=1)CCC.C[OH:37]. The catalyst is C(#N)C.C1C=CC([P]([Pd]([P](C2C=CC=CC=2)(C2C=CC=CC=2)C2C=CC=CC=2)([P](C2C=CC=CC=2)(C2C=CC=CC=2)C2C=CC=CC=2)[P](C2C=CC=CC=2)(C2C=CC=CC=2)C2C=CC=CC=2)(C2C=CC=CC=2)C2C=CC=CC=2)=CC=1. The product is [F:14][C:8]1[CH:9]=[CH:10][CH:11]=[C:12]([F:13])[C:7]=1[C:5]1[O:6][C:2]([C:22]2[CH:27]=[CH:26][CH:25]=[CH:24][N:23]=2)=[C:3]([C:15]([NH2:16])=[O:37])[N:4]=1. The yield is 0.580. (3) The reactants are CC(C)([O-])C.[Na+].[CH3:7][C:8]([C:10]1[CH:11]=[CH:12][C:13]([OH:16])=[CH:14][CH:15]=1)=[O:9].[C:17](OCC)(=[O:22])[CH2:18][CH2:19][CH2:20][CH3:21].CC(C)([O-])C.[Na+].C1COCC1. The catalyst is C1COCC1. The product is [OH:16][C:13]1[CH:14]=[CH:15][C:10]([C:8](=[O:9])[CH2:7][C:17](=[O:22])[CH2:18][CH2:19][CH2:20][CH3:21])=[CH:11][CH:12]=1. The yield is 0.675. (4) The reactants are [Cl-].O[NH3+:3].[C:4](=[O:7])([O-])[OH:5].[Na+].CS(C)=O.[OH:13][C:14]([CH3:54])([CH3:53])[CH2:15][N:16]1[CH:24]=[C:23]2[C:18]([CH2:19][CH2:20][CH:21]([N:25]3[C:30](=[O:31])[C:29]([CH2:32][C:33]4[CH:38]=[CH:37][C:36]([C:39]5[C:40]([C:45]#[N:46])=[CH:41][CH:42]=[CH:43][CH:44]=5)=[CH:35][CH:34]=4)=[C:28]([CH2:47][CH2:48][CH3:49])[N:27]4[N:50]=[CH:51][N:52]=[C:26]34)[CH2:22]2)=[N:17]1. The product is [OH:13][C:14]([CH3:53])([CH3:54])[CH2:15][N:16]1[CH:24]=[C:23]2[C:18]([CH2:19][CH2:20][CH:21]([N:25]3[C:30](=[O:31])[C:29]([CH2:32][C:33]4[CH:38]=[CH:37][C:36]([C:39]5[CH:44]=[CH:43][CH:42]=[CH:41][C:40]=5[C:45]5[NH:3][C:4](=[O:7])[O:5][N:46]=5)=[CH:35][CH:34]=4)=[C:28]([CH2:47][CH2:48][CH3:49])[N:27]4[N:50]=[CH:51][N:52]=[C:26]34)[CH2:22]2)=[N:17]1. The catalyst is O.C(OCC)(=O)C. The yield is 0.340. (5) The product is [NH2:16][C:13]1[C:7]([C:8]([O:10][CH2:11][CH3:12])=[O:9])=[C:6]2[C:5]([CH:4]=[CH:3][NH:19]2)=[CH:15][CH:14]=1. The yield is 0.160. The reactants are CN(C)/[CH:3]=[CH:4]/[C:5]1[C:6]([N+:19]([O-])=O)=[C:7]([C:13]([N+:16]([O-])=O)=[CH:14][CH:15]=1)[C:8]([O:10][CH2:11][CH3:12])=[O:9]. The catalyst is [Ni].CCO. (6) The reactants are [Br:1][C:2]1[CH:7]=[CH:6][C:5]([OH:8])=[C:4]([C:9]2[NH:10][C:11]3[C:16]([CH:17]=2)=[CH:15][CH:14]=[CH:13][CH:12]=3)[CH:3]=1.[Br:18][CH2:19][CH2:20]O.C1C=CC(COC(/N=N/C(OCC2C=CC=CC=2)=O)=O)=CC=1.C1(P(C2C=CC=CC=2)C2C=CC=CC=2)C=CC=CC=1. The catalyst is C1COCC1. The product is [Br:1][C:2]1[CH:7]=[CH:6][C:5]([O:8][CH2:20][CH2:19][Br:18])=[C:4]([C:9]2[NH:10][C:11]3[C:16]([CH:17]=2)=[CH:15][CH:14]=[CH:13][CH:12]=3)[CH:3]=1. The yield is 1.00.